Dataset: Catalyst prediction with 721,799 reactions and 888 catalyst types from USPTO. Task: Predict which catalyst facilitates the given reaction. Reactant: [F:1][C:2]1[CH:3]=[C:4]([CH2:17][C:18](O)=[O:19])[CH:5]=[CH:6][C:7]=1[B:8]1[O:12][C:11]([CH3:14])([CH3:13])[C:10]([CH3:16])([CH3:15])[O:9]1.[Si:21]([O:28][CH2:29][C:30]([CH3:44])([CH3:43])[CH2:31][C:32]1[CH:38]=[CH:37][C:35]([NH2:36])=[CH:34][C:33]=1[C:39]([F:42])([F:41])[F:40])([C:24]([CH3:27])([CH3:26])[CH3:25])([CH3:23])[CH3:22].CCN(C(C)C)C(C)C.CN(C(ON1N=NC2C=CC=NC1=2)=[N+](C)C)C.F[P-](F)(F)(F)(F)F. Product: [Si:21]([O:28][CH2:29][C:30]([CH3:44])([CH3:43])[CH2:31][C:32]1[CH:38]=[CH:37][C:35]([NH:36][C:18](=[O:19])[CH2:17][C:4]2[CH:5]=[CH:6][C:7]([B:8]3[O:12][C:11]([CH3:13])([CH3:14])[C:10]([CH3:16])([CH3:15])[O:9]3)=[C:2]([F:1])[CH:3]=2)=[CH:34][C:33]=1[C:39]([F:40])([F:41])[F:42])([C:24]([CH3:27])([CH3:26])[CH3:25])([CH3:23])[CH3:22]. The catalyst class is: 2.